This data is from Peptide-MHC class II binding affinity with 134,281 pairs from IEDB. The task is: Regression. Given a peptide amino acid sequence and an MHC pseudo amino acid sequence, predict their binding affinity value. This is MHC class II binding data. (1) The peptide sequence is YLSTLLMWHMHKMVE. The MHC is DRB1_0101 with pseudo-sequence DRB1_0101. The binding affinity (normalized) is 0.636. (2) The MHC is HLA-DQA10501-DQB10301 with pseudo-sequence HLA-DQA10501-DQB10301. The binding affinity (normalized) is 0.00183. The peptide sequence is KIGDDATLSCNRN.